Dataset: Reaction yield outcomes from USPTO patents with 853,638 reactions. Task: Predict the reaction yield, written as a fraction of the theoretical maximum amount of product (1.0 means a 100% yield; for example, 0.34 means a 34% yield). (1) The reactants are [Cl-].O[NH3+:3].[C:4](=[O:7])([O-])[OH:5].[Na+].CS(C)=O.[CH2:13]([C:17]1[N:21]([CH2:22][C:23]2[CH:28]=[CH:27][C:26]([C:29]3[C:30]([C:35]#[N:36])=[CH:31][CH:32]=[CH:33][CH:34]=3)=[CH:25][CH:24]=2)[C:20](=[O:37])[N:19]([CH2:38][CH2:39][C:40]2[CH:45]=[CH:44][CH:43]=[CH:42][CH:41]=2)[N:18]=1)[CH2:14][CH2:15][CH3:16]. The catalyst is C(OCC)(=O)C. The product is [CH2:13]([C:17]1[N:21]([CH2:22][C:23]2[CH:28]=[CH:27][C:26]([C:29]3[CH:34]=[CH:33][CH:32]=[CH:31][C:30]=3[C:35]3[NH:3][C:4](=[O:7])[O:5][N:36]=3)=[CH:25][CH:24]=2)[C:20](=[O:37])[N:19]([CH2:38][CH2:39][C:40]2[CH:45]=[CH:44][CH:43]=[CH:42][CH:41]=2)[N:18]=1)[CH2:14][CH2:15][CH3:16]. The yield is 0.550. (2) The product is [C:1]([O:5][C:6]([N:8]1[CH2:13][CH:12]=[C:11]([C:24]2[CH:29]=[N:28][C:27]([N+:30]([O-:32])=[O:31])=[CH:26][CH:25]=2)[CH2:10][CH2:9]1)=[O:7])([CH3:2])([CH3:3])[CH3:4]. The yield is 0.640. The reactants are [C:1]([O:5][C:6]([N:8]1[CH2:13][CH:12]=[C:11](B2OC(C)(C)C(C)(C)O2)[CH2:10][CH2:9]1)=[O:7])([CH3:4])([CH3:3])[CH3:2].Br[C:24]1[CH:25]=[CH:26][C:27]([N+:30]([O-:32])=[O:31])=[N:28][CH:29]=1.C([O-])([O-])=O.[Cs+].[Cs+]. The catalyst is O1CCOCC1.Cl[Pd](Cl)([P](C1C=CC=CC=1)(C1C=CC=CC=1)C1C=CC=CC=1)[P](C1C=CC=CC=1)(C1C=CC=CC=1)C1C=CC=CC=1. (3) The reactants are [CH3:1][O:2][C:3]1[N:8]=[N:7][C:6]([C:9]([C:11]2[CH:12]=[N:13][CH:14]=[CH:15][CH:16]=2)=[O:10])=[CH:5][CH:4]=1.[H][H]. The catalyst is C(O)C.O.[Pt](=O)=O. The product is [CH3:1][O:2][C:3]1[N:8]=[N:7][C:6]([CH:9]([CH:11]2[CH2:16][CH2:15][CH2:14][NH:13][CH2:12]2)[OH:10])=[CH:5][CH:4]=1. The yield is 0.930. (4) The reactants are [CH3:1][C:2]1[C:3]([Si:21]([CH3:24])([CH3:23])[CH3:22])=[N:4][N:5]2[C:7](=[O:20])[C:6]3=[C:2]([CH3:1])[C:3]([Si:21]([CH3:24])([CH3:23])[CH3:22])=[N:4][N:5]3[C:7](=[O:20])[C:6]=12.[NH2:25][C:26]1[CH:27]=[CH:28][CH:29]=[C:30]2[C:35]=1[N:34]=[CH:33][CH:32]=[CH:31]2.CCO.O. The catalyst is CN(C1C=CN=CC=1)C.CCCCCCC. The product is [N:34]1[C:35]2[C:30](=[CH:29][CH:28]=[CH:27][C:26]=2[NH:25][C:7]([C:6]2[C:2]([CH3:1])=[C:3]([Si:21]([CH3:22])([CH3:24])[CH3:23])[NH:4][N:5]=2)=[O:20])[CH:31]=[CH:32][CH:33]=1. The yield is 0.250.